Task: Regression. Given two drug SMILES strings and cell line genomic features, predict the synergy score measuring deviation from expected non-interaction effect.. Dataset: NCI-60 drug combinations with 297,098 pairs across 59 cell lines (1) Drug 1: CC1=C(N=C(N=C1N)C(CC(=O)N)NCC(C(=O)N)N)C(=O)NC(C(C2=CN=CN2)OC3C(C(C(C(O3)CO)O)O)OC4C(C(C(C(O4)CO)O)OC(=O)N)O)C(=O)NC(C)C(C(C)C(=O)NC(C(C)O)C(=O)NCCC5=NC(=CS5)C6=NC(=CS6)C(=O)NCCC[S+](C)C)O. Drug 2: CC1C(C(CC(O1)OC2CC(CC3=C2C(=C4C(=C3O)C(=O)C5=CC=CC=C5C4=O)O)(C(=O)C)O)N)O. Cell line: K-562. Synergy scores: CSS=27.7, Synergy_ZIP=-3.39, Synergy_Bliss=-6.31, Synergy_Loewe=-8.22, Synergy_HSA=-4.24. (2) Drug 1: C1CC2CC3=C(CC1C24CN(S(=O)(=O)N4)CC(F)(F)F)C=CC(=C3)C=CCN5CCC(CC5)C(F)(F)F. Drug 2: C1CCC(C(C1)[NH-])[NH-].C(=O)(C(=O)[O-])[O-].[Pt+4]. Cell line: NCIH23. Synergy scores: CSS=35.8, Synergy_ZIP=-2.91, Synergy_Bliss=-5.14, Synergy_Loewe=-11.3, Synergy_HSA=-3.13. (3) Drug 1: CC1=C(C(CCC1)(C)C)C=CC(=CC=CC(=CC(=O)O)C)C. Drug 2: CCCCCOC(=O)NC1=NC(=O)N(C=C1F)C2C(C(C(O2)C)O)O. Cell line: HT29. Synergy scores: CSS=-2.88, Synergy_ZIP=5.76, Synergy_Bliss=9.75, Synergy_Loewe=1.58, Synergy_HSA=1.51. (4) Drug 1: C1CCC(CC1)NC(=O)N(CCCl)N=O. Drug 2: C1=C(C(=O)NC(=O)N1)N(CCCl)CCCl. Cell line: A498. Synergy scores: CSS=20.1, Synergy_ZIP=-6.19, Synergy_Bliss=1.20, Synergy_Loewe=-3.73, Synergy_HSA=1.39. (5) Drug 1: CNC(=O)C1=CC=CC=C1SC2=CC3=C(C=C2)C(=NN3)C=CC4=CC=CC=N4. Drug 2: C1CNP(=O)(OC1)N(CCCl)CCCl. Cell line: SR. Synergy scores: CSS=44.8, Synergy_ZIP=-0.517, Synergy_Bliss=-6.29, Synergy_Loewe=-74.8, Synergy_HSA=-6.23.